The task is: Predict the reactants needed to synthesize the given product.. This data is from Full USPTO retrosynthesis dataset with 1.9M reactions from patents (1976-2016). (1) Given the product [OH:15][C@@H:14]([C:16]1[CH:21]=[CH:20][CH:19]=[CH:18][CH:17]=1)[CH2:13][C:11]#[N:12], predict the reactants needed to synthesize it. The reactants are: C(N(CC)CC)C.C(O)=O.[C:11]([CH2:13][C:14]([C:16]1[CH:21]=[CH:20][CH:19]=[CH:18][CH:17]=1)=[O:15])#[N:12].C([O-])(O)=O.[Na+]. (2) The reactants are: [CH:1]1([N:7]2[C:15]3[CH:14]=[CH:13][N:12]=[C:11]([O:16][CH3:17])[C:10]=3[C:9](=[O:18])[NH:8]2)[CH2:6][CH2:5][CH2:4][CH2:3][CH2:2]1.N1C=CC=CC=1.[F:25][C:26]([F:39])([F:38])[S:27](O[S:27]([C:26]([F:39])([F:38])[F:25])(=[O:29])=[O:28])(=[O:29])=[O:28]. Given the product [F:25][C:26]([F:39])([F:38])[S:27]([O:18][C:9]1[C:10]2[C:11]([O:16][CH3:17])=[N:12][CH:13]=[CH:14][C:15]=2[N:7]([CH:1]2[CH2:2][CH2:3][CH2:4][CH2:5][CH2:6]2)[N:8]=1)(=[O:29])=[O:28], predict the reactants needed to synthesize it.